From a dataset of Full USPTO retrosynthesis dataset with 1.9M reactions from patents (1976-2016). Predict the reactants needed to synthesize the given product. (1) Given the product [CH3:100][O:101][C:102]([NH:104][C@H:105]([C:106]([N:108]1[C@@H:112]([CH3:113])[CH2:111][CH2:110][C@H:109]1[C:114]1[NH:66][C:62]([C:57]2[CH:58]=[C:59]3[CH2:60][O:61][C:48]4[CH:47]=[C:46]5[C:51]([CH2:52][CH2:53][C:43]6[N:42]=[C:97]([C@@H:90]7[CH2:91][C@H:92]([CH2:94][O:95][CH3:96])[CH2:93][N:89]7[C:87]([O:86][C:82]([CH3:83])([CH3:84])[CH3:85])=[O:88])[NH:45][C:44]=65)=[CH:50][C:49]=4[C:54]3=[CH:55][CH:56]=2)=[CH:63][N:64]=1)=[O:107])[CH:117]([CH3:119])[CH3:118])=[O:103], predict the reactants needed to synthesize it. The reactants are: BrCC(C1C=CC2C3C=C4CCCC(=O)C4=CC=3OCC=2C=1)=O.COC(N[C@H](C(N1[C@@H](C)CC[C@H]1C1[NH:45][C:44]2[C:46]3[C:51]([CH2:52][CH2:53][C:43]=2[N:42]=1)=[CH:50][C:49]1[C:54]2[C:59]([CH2:60][O:61][C:48]=1[CH:47]=3)=[CH:58][C:57]([C:62]1[NH:66]C([C@@H]3C[C@H](COC)CN3C(OC(C)(C)C)=O)=[N:64][CH:63]=1)=[CH:56][CH:55]=2)=O)C(C)C)=O.[C:82]([O:86][C:87]([N:89]1[CH2:93][C@@H:92]([CH2:94][O:95][CH3:96])[CH2:91][C@H:90]1[C:97](O)=O)=[O:88])([CH3:85])([CH3:84])[CH3:83].[CH3:100][O:101][C:102]([NH:104][C@@H:105]([CH:117]([CH3:119])[CH3:118])[C:106]([N:108]1[C@@H:112]([CH3:113])[CH2:111][CH2:110][C@H:109]1[C:114](O)=O)=[O:107])=[O:103]. (2) The reactants are: Cl[C:2]1[C:10]2[C:6](=[N:7][O:8][N:9]=2)[CH:5]=[CH:4][CH:3]=1.[CH3:11][C:12]1[CH:13]=[C:14](B(O)O)[CH:15]=[C:16]([CH3:18])[CH:17]=1.[F-].[K+].C1(P(C2CCCCC2)C2C=CC=CC=2C2C=CC=CC=2)CCCCC1. Given the product [CH3:11][C:12]1[CH:13]=[C:14]([C:2]2[C:10]3[C:6](=[N:7][O:8][N:9]=3)[CH:5]=[CH:4][CH:3]=2)[CH:15]=[C:16]([CH3:18])[CH:17]=1, predict the reactants needed to synthesize it. (3) Given the product [Br:1][C:2]1[CH:16]=[CH:15][C:5]([O:6][CH2:7][CH2:8][CH2:9][C:10]([OH:12])=[O:11])=[C:4]([O:17][CH3:18])[CH:3]=1, predict the reactants needed to synthesize it. The reactants are: [Br:1][C:2]1[CH:16]=[CH:15][C:5]([O:6][CH2:7][CH2:8][CH2:9][C:10]([O:12]CC)=[O:11])=[C:4]([O:17][CH3:18])[CH:3]=1.C1COCC1.CO.O.[OH-].[Li+]. (4) Given the product [Si:1]([O:8][CH2:9][C:10]1([CH2:14][CH2:15][CH2:16][O:17][C:21]2[CH:22]=[CH:23][N:24]=[C:19]([Cl:18])[N:20]=2)[CH2:11][CH2:12][CH2:13]1)([C:4]([CH3:7])([CH3:6])[CH3:5])([CH3:3])[CH3:2], predict the reactants needed to synthesize it. The reactants are: [Si:1]([O:8][CH2:9][C:10]1([CH2:14][CH2:15][CH2:16][OH:17])[CH2:13][CH2:12][CH2:11]1)([C:4]([CH3:7])([CH3:6])[CH3:5])([CH3:3])[CH3:2].[Cl:18][C:19]1[N:24]=[C:23](Cl)[CH:22]=[CH:21][N:20]=1. (5) Given the product [CH3:1][C:2]1[N:3]=[CH:4][C:5]([CH2:6][OH:7])=[CH:10][CH:11]=1, predict the reactants needed to synthesize it. The reactants are: [CH3:1][C:2]1[CH:11]=[CH:10][C:5]([C:6](OC)=[O:7])=[CH:4][N:3]=1.[BH4-].[Na+]. (6) Given the product [NH2:71][C:72]1[CH:77]=[CH:76][CH:75]=[CH:74][C:73]=1[NH:78][C:12](=[O:14])[C@@H:11]([NH:10][S:7]([C:1]1[CH:2]=[CH:3][CH:4]=[CH:5][CH:6]=1)(=[O:8])=[O:9])[CH2:15][C:16]1[CH:21]=[CH:20][C:19]([N:22]2[CH2:26][C:25](=[O:27])[NH:24][S:23]2(=[O:28])=[O:29])=[C:18]([O:30][CH2:31][C:32]2[CH:37]=[CH:36][CH:35]=[CH:34][CH:33]=2)[CH:17]=1, predict the reactants needed to synthesize it. The reactants are: [C:1]1([S:7]([NH:10][C@@H:11]([CH2:15][C:16]2[CH:21]=[CH:20][C:19]([N:22]3[CH2:26][C:25](=[O:27])[NH:24][S:23]3(=[O:29])=[O:28])=[C:18]([O:30][CH2:31][C:32]3[CH:37]=[CH:36][CH:35]=[CH:34][CH:33]=3)[CH:17]=2)[C:12]([OH:14])=O)(=[O:9])=[O:8])[CH:6]=[CH:5][CH:4]=[CH:3][CH:2]=1.C(N(C(C)C)CC)(C)C.CN(C(ON1N=NC2C=CC=NC1=2)=[N+](C)C)C.F[P-](F)(F)(F)(F)F.[NH2:71][C:72]1[CH:77]=[CH:76][CH:75]=[CH:74][C:73]=1[NH2:78]. (7) Given the product [Cl:30][C:31]1[CH:36]=[C:35]([C:2]2[CH:3]=[C:4]3[C:9](=[CH:10][CH:11]=2)[N:8]=[CH:7][C:6]([C:12]([CH:14]2[CH2:16][CH2:15]2)=[O:13])=[C:5]3[NH:17][C:18]2[CH:19]=[CH:20][C:21]([CH:24]([OH:29])[CH2:25][N:26]([CH3:28])[CH3:27])=[CH:22][CH:23]=2)[CH:34]=[C:33]([F:46])[C:32]=1[OH:47], predict the reactants needed to synthesize it. The reactants are: Br[C:2]1[CH:3]=[C:4]2[C:9](=[CH:10][CH:11]=1)[N:8]=[CH:7][C:6]([C:12]([CH:14]1[CH2:16][CH2:15]1)=[O:13])=[C:5]2[NH:17][C:18]1[CH:23]=[CH:22][C:21]([CH:24]([OH:29])[CH2:25][N:26]([CH3:28])[CH3:27])=[CH:20][CH:19]=1.[Cl:30][C:31]1[CH:36]=[C:35](B2OC(C)(C)C(C)(C)O2)[CH:34]=[C:33]([F:46])[C:32]=1[OH:47]. (8) The reactants are: [Cl:1][C:2]1[CH:3]=[CH:4][C:5]([NH:8][C:9]([CH2:11][N:12]2[C:16]3[CH:17]=[CH:18][C:19]([C:21]([OH:23])=[O:22])=[CH:20][C:15]=3[N:14]=[C:13]2[C:24](=[O:35])NC2CCN(C(C)C)CC2)=[O:10])=[N:6][CH:7]=1.CNCC[OH:40]. Given the product [Cl:1][C:2]1[CH:3]=[CH:4][C:5]([NH:8][C:9]([CH2:11][N:12]2[C:16]3[CH:17]=[CH:18][C:19]([C:21]([OH:23])=[O:22])=[CH:20][C:15]=3[N:14]=[C:13]2[C:24]([OH:40])=[O:35])=[O:10])=[N:6][CH:7]=1, predict the reactants needed to synthesize it. (9) Given the product [F:1][C:2]1[C:11]([N+:13]([O-:15])=[O:14])=[CH:10][C:5]([C:6]([O:8][CH3:9])=[O:7])=[C:4]([CH3:12])[CH:3]=1, predict the reactants needed to synthesize it. The reactants are: [F:1][C:2]1[CH:11]=[CH:10][C:5]([C:6]([O:8][CH3:9])=[O:7])=[C:4]([CH3:12])[CH:3]=1.[N+:13]([O-])([O-:15])=[O:14].[K+].